From a dataset of Catalyst prediction with 721,799 reactions and 888 catalyst types from USPTO. Predict which catalyst facilitates the given reaction. (1) Reactant: [CH3:1][C:2]1[CH:11]=[CH:10][C:9]([N+:12]([O-])=O)=[CH:8][C:3]=1[C:4]([O:6][CH3:7])=[O:5]. Product: [NH2:12][C:9]1[CH:10]=[CH:11][C:2]([CH3:1])=[C:3]([CH:8]=1)[C:4]([O:6][CH3:7])=[O:5]. The catalyst class is: 19. (2) Reactant: [C:1]([C:4]1[O:5][C:6]([C:12]2[CH:17]=[CH:16][CH:15]=[CH:14][CH:13]=2)=[CH:7][C:8](=[O:11])[C:9]=1[OH:10])(=[O:3])[CH3:2].C(=O)([O-])[O-].[K+].[K+].[CH2:24](Br)[C:25]1[CH:30]=[CH:29][CH:28]=[CH:27][CH:26]=1.CN(C=O)C. Product: [C:1]([C:4]1[O:5][C:6]([C:12]2[CH:17]=[CH:16][CH:15]=[CH:14][CH:13]=2)=[CH:7][C:8](=[O:11])[C:9]=1[O:10][CH2:24][C:25]1[CH:30]=[CH:29][CH:28]=[CH:27][CH:26]=1)(=[O:3])[CH3:2]. The catalyst class is: 6. (3) Reactant: [F:1][C:2]1[CH:7]=[CH:6][CH:5]=[CH:4][C:3]=1[OH:8].[H-].[Na+].[CH3:11][O:12][C:13]([C:15]1[CH:20]=[N:19][C:18](Cl)=[CH:17][N:16]=1)=[O:14].O. Product: [CH3:11][O:12][C:13]([C:15]1[CH:20]=[N:19][C:18]([O:8][C:3]2[CH:4]=[CH:5][CH:6]=[CH:7][C:2]=2[F:1])=[CH:17][N:16]=1)=[O:14]. The catalyst class is: 3. (4) Reactant: [NH2:1][C:2]1[CH:3]=[C:4]([C:8]2[CH:16]=[CH:15][C:14]([C:17]([NH2:19])=[O:18])=[C:13]3[C:9]=2[CH:10]=[CH:11][NH:12]3)[CH:5]=[CH:6][CH:7]=1.[O:20]1[C:24](=[O:25])[CH:23]=[CH:22][C:21]1=[O:26].C(N(C(C)C)C(C)C)C. Product: [C:17]([C:14]1[CH:15]=[CH:16][C:8]([C:4]2[CH:3]=[C:2]([NH:1][C:24](=[O:25])/[CH:23]=[CH:22]\[C:21]([OH:26])=[O:20])[CH:7]=[CH:6][CH:5]=2)=[C:9]2[C:13]=1[NH:12][CH:11]=[CH:10]2)(=[O:18])[NH2:19]. The catalyst class is: 3. (5) Reactant: [C:1]([O:5][C:6]([NH:8][CH2:9][CH2:10][CH2:11][CH2:12][C@H:13]([NH:17]C(OCC1C2C=CC=CC=2C2C1=CC=CC=2)=O)[C:14](O)=[O:15])=[O:7])([CH3:4])([CH3:3])[CH3:2].[CH3:35][C:36]1[CH:37]=[CH:38][C:39]([NH2:42])=[CH:40][CH:41]=1.F[B-](F)(F)F.N1(OC(N(C)C)=[N+](C)C)C2C=CC=CC=2N=N1.C(N(C(C)C)CC)(C)C. Product: [C:1]([O:5][C:6](=[O:7])[NH:8][CH2:9][CH2:10][CH2:11][CH2:12][C@H:13]([NH2:17])[C:14](=[O:15])[NH:42][C:39]1[CH:40]=[CH:41][C:36]([CH3:35])=[CH:37][CH:38]=1)([CH3:4])([CH3:2])[CH3:3]. The catalyst class is: 9. (6) Reactant: [O:1]1[CH2:5][CH2:4]O[CH:2]1[C:6]1[CH:7]=[CH:8][C:9](F)=[C:10]([CH:13]=1)[C:11]#[N:12].[OH2:15].[NH2:16][NH2:17]. Product: [O:15]1[CH2:4][CH2:5][O:1][CH:2]1[C:6]1[CH:13]=[C:10]2[C:9](=[CH:8][CH:7]=1)[NH:17][N:16]=[C:11]2[NH2:12]. The catalyst class is: 51. (7) Reactant: [CH3:1][NH:2][C:3]1[CH:8]=[CH:7][C:6]([O:9][CH3:10])=[CH:5][CH:4]=1.C(N(CC)CC)C.[Cl-].ClC1N(C)CC[NH+]1C.[CH3:27][O:28][C:29]1[C:30](=[O:53])[C:31]([CH3:52])=[C:32]([CH2:38][C:39]2[CH:40]=[CH:41][C:42]([O:48][C:49](=[O:51])[CH3:50])=[C:43]([CH:47]=2)[C:44](O)=[O:45])[C:33](=[O:37])[C:34]=1[O:35][CH3:36]. Product: [CH3:1][N:2]([C:44](=[O:45])[C:43]1[CH:47]=[C:39]([CH2:38][C:32]2[C:33](=[O:37])[C:34]([O:35][CH3:36])=[C:29]([O:28][CH3:27])[C:30](=[O:53])[C:31]=2[CH3:52])[CH:40]=[CH:41][C:42]=1[O:48][C:49](=[O:51])[CH3:50])[C:3]1[CH:8]=[CH:7][C:6]([O:9][CH3:10])=[CH:5][CH:4]=1. The catalyst class is: 2. (8) Reactant: [CH3:1][CH:2]1[CH2:7][C:6](=[O:8])[CH:5]=[C:4](B2OC(C)(C)C(C)(C)O2)[CH2:3]1.C([O-])([O-])=O.[Na+].[Na+].Cl[C:25]1[CH:30]=[CH:29][N:28]=[CH:27][C:26]=1[N+:31]([O-:33])=[O:32]. The catalyst class is: 368. Product: [CH3:1][CH:2]1[CH2:7][C:6](=[O:8])[CH:5]=[C:4]([C:25]2[CH:30]=[CH:29][N:28]=[CH:27][C:26]=2[N+:31]([O-:33])=[O:32])[CH2:3]1. (9) Reactant: [CH2:1]([NH:8][C:9]([C:11]1[CH:20]=[CH:19][C:18]2[C:13](=[C:14](Br)[CH:15]=[N:16][CH:17]=2)[N:12]=1)=[O:10])[C:2]1[CH:7]=[CH:6][CH:5]=[CH:4][CH:3]=1.[CH3:22][O:23][C:24]1[CH:25]=[C:26](B(O)O)[CH:27]=[CH:28][CH:29]=1.C(=O)([O-])[O-].[Cs+].[Cs+]. Product: [CH2:1]([NH:8][C:9]([C:11]1[CH:20]=[CH:19][C:18]2[C:13](=[C:14]([C:28]3[CH:27]=[CH:26][CH:25]=[C:24]([O:23][CH3:22])[CH:29]=3)[CH:15]=[N:16][CH:17]=2)[N:12]=1)=[O:10])[C:2]1[CH:7]=[CH:6][CH:5]=[CH:4][CH:3]=1. The catalyst class is: 688.